This data is from Peptide-MHC class II binding affinity with 134,281 pairs from IEDB. The task is: Regression. Given a peptide amino acid sequence and an MHC pseudo amino acid sequence, predict their binding affinity value. This is MHC class II binding data. (1) The peptide sequence is ENVKMEDVGYPIIID. The MHC is HLA-DQA10102-DQB10502 with pseudo-sequence HLA-DQA10102-DQB10502. The binding affinity (normalized) is 0.362. (2) The peptide sequence is AARLLSIRAMSTKFS. The MHC is DRB3_0202 with pseudo-sequence DRB3_0202. The binding affinity (normalized) is 0.342. (3) The peptide sequence is VSEALRIIAGTLEVH. The MHC is DRB1_0401 with pseudo-sequence DRB1_0401. The binding affinity (normalized) is 0.362. (4) The peptide sequence is RTKYTATISGLKPGV. The MHC is HLA-DQA10501-DQB10201 with pseudo-sequence HLA-DQA10501-DQB10201. The binding affinity (normalized) is 0.254. (5) The peptide sequence is DYVRMWVQAATAMSA. The MHC is DRB1_0405 with pseudo-sequence DRB1_0405. The binding affinity (normalized) is 0.596. (6) The peptide sequence is EKKYFAAVQFEPLAA. The MHC is HLA-DQA10501-DQB10301 with pseudo-sequence HLA-DQA10501-DQB10301. The binding affinity (normalized) is 0.525.